From a dataset of Full USPTO retrosynthesis dataset with 1.9M reactions from patents (1976-2016). Predict the reactants needed to synthesize the given product. (1) Given the product [CH3:50][O:51][C:52]1[N:57]=[C:56]([O:58][CH3:59])[C:55]([C:60]2[CH:61]=[C:62]([NH:66][C:23]([C:18]3[C:19](=[O:22])[O:20][C:21]4[C:16]([CH:17]=3)=[CH:15][CH:14]=[CH:13][C:12]=4[O:11][CH3:10])=[O:25])[CH:63]=[CH:64][CH:65]=2)=[CH:54][N:53]=1, predict the reactants needed to synthesize it. The reactants are: CCN(C(C)C)C(C)C.[CH3:10][O:11][C:12]1[CH:13]=[CH:14][CH:15]=[C:16]2[C:21]=1[O:20][C:19](=[O:22])[C:18]([C:23]([OH:25])=O)=[CH:17]2.CN(C(ON1N=NC2C=CC=NC1=2)=[N+](C)C)C.F[P-](F)(F)(F)(F)F.[CH3:50][O:51][C:52]1[N:57]=[C:56]([O:58][CH3:59])[C:55]([C:60]2[CH:61]=[C:62]([NH2:66])[CH:63]=[CH:64][CH:65]=2)=[CH:54][N:53]=1. (2) Given the product [Cl:12][C:5]1[C:6]([NH:8][CH:9]2[CH2:11][CH2:10]2)=[N:7][C:2]([NH:22][C:21]2[CH:23]=[CH:24][CH:25]=[C:19]([CH:14]3[O:13][CH2:18][CH2:17][CH2:16][O:15]3)[CH:20]=2)=[N:3][CH:4]=1, predict the reactants needed to synthesize it. The reactants are: Cl[C:2]1[N:7]=[C:6]([NH:8][CH:9]2[CH2:11][CH2:10]2)[C:5]([Cl:12])=[CH:4][N:3]=1.[O:13]1[CH2:18][CH2:17][CH2:16][O:15][CH:14]1[C:19]1[CH:20]=[C:21]([CH:23]=[CH:24][CH:25]=1)[NH2:22].C1(C)C=CC(S(O)(=O)=O)=CC=1. (3) The reactants are: [Cl:1][C:2]1[CH:7]=[CH:6][CH:5]=[CH:4][C:3]=1I.[NH:9]1[C:17]2[C:12](=[C:13]([CH2:18][N:19]3[CH2:24][CH2:23][CH:22]([C:25]4[CH:26]=[C:27]([NH:31][C:32](=[O:36])[CH:33]([CH3:35])[CH3:34])[CH:28]=[CH:29][CH:30]=4)[CH2:21][CH2:20]3)[CH:14]=[CH:15][CH:16]=2)[CH:11]=[CH:10]1. Given the product [Cl:1][C:2]1[CH:7]=[CH:6][CH:5]=[CH:4][C:3]=1[N:9]1[C:17]2[C:12](=[C:13]([CH2:18][N:19]3[CH2:24][CH2:23][CH:22]([C:25]4[CH:26]=[C:27]([NH:31][C:32](=[O:36])[CH:33]([CH3:34])[CH3:35])[CH:28]=[CH:29][CH:30]=4)[CH2:21][CH2:20]3)[CH:14]=[CH:15][CH:16]=2)[CH:11]=[CH:10]1, predict the reactants needed to synthesize it. (4) Given the product [C:25]([OH:27])(=[O:26])[CH3:24].[CH2:7]([NH:11][C:12]1[CH:13]=[CH:14][C:15]2[N:16]([C:18]([C:21]3[CH:30]=[CH:29][C:24]([C:25]4[NH:5][CH2:4][CH2:3][N:6]=4)=[CH:23][CH:22]=3)=[CH:19][N:20]=2)[N:17]=1)[CH2:8][CH2:9][CH3:10], predict the reactants needed to synthesize it. The reactants are: C[Al].[CH2:3]([NH2:6])[CH2:4][NH2:5].[CH2:7]([NH:11][C:12]1[CH:13]=[CH:14][C:15]2[N:16]([C:18]([C:21]3[CH:30]=[CH:29][C:24]([C:25]([O:27]C)=[O:26])=[CH:23][CH:22]=3)=[CH:19][N:20]=2)[N:17]=1)[CH2:8][CH2:9][CH3:10].O. (5) Given the product [C:1]([O:5][C@@H:6]([C:12]1[C:38]([CH3:39])=[CH:37][C:15]2[N:16]=[C:17]([C:19]3[CH:24]=[CH:23][N:22]=[C:21]([C:25]4[CH:26]=[C:27]5[C:32](=[CH:33][CH:34]=4)[N:31]=[C:30]([NH:35][CH3:36])[CH:29]=[CH:28]5)[CH:20]=3)[S:18][C:14]=2[C:13]=1[C:40]1[CH:45]=[CH:44][C:43]([Cl:46])=[CH:42][CH:41]=1)[C:7]([OH:9])=[O:8])([CH3:4])([CH3:2])[CH3:3], predict the reactants needed to synthesize it. The reactants are: [C:1]([O:5][C@@H:6]([C:12]1[C:38]([CH3:39])=[CH:37][C:15]2[N:16]=[C:17]([C:19]3[CH:24]=[CH:23][N:22]=[C:21]([C:25]4[CH:26]=[C:27]5[C:32](=[CH:33][CH:34]=4)[N:31]=[C:30]([NH:35][CH3:36])[CH:29]=[CH:28]5)[CH:20]=3)[S:18][C:14]=2[C:13]=1[C:40]1[CH:45]=[CH:44][C:43]([Cl:46])=[CH:42][CH:41]=1)[C:7]([O:9]CC)=[O:8])([CH3:4])([CH3:3])[CH3:2].[Li+].[I-]. (6) Given the product [NH2:8][CH:9]1[CH2:13][CH:12]([C:14]([O:16][CH2:17][CH3:18])=[O:15])[CH:11]([CH2:19][CH3:20])[CH2:10]1, predict the reactants needed to synthesize it. The reactants are: C([N:8](CC1C=CC=CC=1)[CH:9]1[CH2:13][CH:12]([C:14]([O:16][CH2:17][CH3:18])=[O:15])[CH:11]([CH2:19][CH3:20])[CH2:10]1)C1C=CC=CC=1.[H][H].